From a dataset of Full USPTO retrosynthesis dataset with 1.9M reactions from patents (1976-2016). Predict the reactants needed to synthesize the given product. (1) Given the product [O:1]1[C:5]2[CH:6]=[CH:7][C:8]([CH2:10][C:11]([NH:13][C:14]3[S:15][C:16]([CH3:40])=[C:17]([C:19]4[CH:20]=[C:21]5[C:25](=[CH:26][CH:27]=4)[NH:24][CH2:23][CH2:22]5)[N:18]=3)=[O:12])=[CH:9][C:4]=2[O:3][CH2:2]1, predict the reactants needed to synthesize it. The reactants are: [O:1]1[C:5]2[CH:6]=[CH:7][C:8]([CH2:10][C:11]([NH:13][C:14]3[S:15][C:16]([CH3:40])=[C:17]([C:19]4[CH:20]=[C:21]5[C:25](=[CH:26][CH:27]=4)[N:24](S(C4C=CC=CC=4[N+]([O-])=O)(=O)=O)[CH2:23][CH2:22]5)[N:18]=3)=[O:12])=[CH:9][C:4]=2[O:3][CH2:2]1.C(=O)([O-])[O-].[K+].[K+].C1(S)C=CC=CC=1. (2) Given the product [C:1]([O:50][CH:41]([CH2:40][CH2:39][CH2:38][CH2:37][CH2:36][CH2:35][CH2:34][CH2:33][O:32][Si:25]([C:28]([CH3:31])([CH3:30])[CH3:29])([CH3:27])[CH3:26])[CH2:42][CH2:43][C:44]#[C:45][Si:46]([CH3:49])([CH3:48])[CH3:47])(=[O:3])[CH3:2], predict the reactants needed to synthesize it. The reactants are: [C:1](OC1CCCCCC(O[Si](CC)(CC)CC)CCCCC1)(=[O:3])[CH3:2].[Si:25]([O:32][CH2:33][CH2:34][CH2:35][CH2:36][CH2:37][CH2:38][CH2:39][CH2:40][CH:41]([OH:50])[CH2:42][CH2:43][C:44]#[C:45][Si:46]([CH3:49])([CH3:48])[CH3:47])([C:28]([CH3:31])([CH3:30])[CH3:29])([CH3:27])[CH3:26].C(OC(=O)C)(=O)C.C([O-])([O-])=O.[K+].[K+].